The task is: Regression. Given a peptide amino acid sequence and an MHC pseudo amino acid sequence, predict their binding affinity value. This is MHC class I binding data.. This data is from Peptide-MHC class I binding affinity with 185,985 pairs from IEDB/IMGT. (1) The peptide sequence is QVIEYLKPY. The MHC is HLA-A26:02 with pseudo-sequence HLA-A26:02. The binding affinity (normalized) is 1.00. (2) The peptide sequence is NIYRLFTRCA. The MHC is HLA-A02:03 with pseudo-sequence HLA-A02:03. The binding affinity (normalized) is 0.545. (3) The peptide sequence is ETFGFEIQSY. The MHC is HLA-B40:02 with pseudo-sequence HLA-B40:02. The binding affinity (normalized) is 0.303. (4) The peptide sequence is HVLSLVFGK. The MHC is HLA-A29:02 with pseudo-sequence HLA-A29:02. The binding affinity (normalized) is 0.340. (5) The MHC is HLA-A01:01 with pseudo-sequence HLA-A01:01. The peptide sequence is GMQNIYIKY. The binding affinity (normalized) is 0.278. (6) The peptide sequence is RDYVDRFYKTL. The MHC is HLA-A33:01 with pseudo-sequence HLA-A33:01. The binding affinity (normalized) is 0. (7) The binding affinity (normalized) is 0.271. The MHC is Patr-A0701 with pseudo-sequence Patr-A0701. The peptide sequence is AYAQQTRGLL. (8) The peptide sequence is KFVFPLNSK. The MHC is HLA-A03:01 with pseudo-sequence HLA-A03:01. The binding affinity (normalized) is 0.526.